From a dataset of Forward reaction prediction with 1.9M reactions from USPTO patents (1976-2016). Predict the product of the given reaction. (1) Given the reactants Cl[C:2]1[N:11]=[CH:10][C:9]2[N:8]([CH3:12])[C:7](=[O:13])[CH2:6][N:5]([CH:14]([CH3:16])[CH3:15])[C:4]=2[N:3]=1.[N+:17]([C:20]1[CH:21]=[C:22]([NH2:30])[CH:23]=[C:24]([C:26]([F:29])([F:28])[F:27])[CH:25]=1)([O-:19])=[O:18].Cl, predict the reaction product. The product is: [CH:14]([N:5]1[C:4]2[N:3]=[C:2]([NH:30][C:22]3[CH:23]=[C:24]([C:26]([F:29])([F:28])[F:27])[CH:25]=[C:20]([N+:17]([O-:19])=[O:18])[CH:21]=3)[N:11]=[CH:10][C:9]=2[N:8]([CH3:12])[C:7](=[O:13])[CH2:6]1)([CH3:16])[CH3:15]. (2) Given the reactants [O:1]1[C:5]2[CH:6]=[CH:7][C:8]([S:10]([N:13]([CH2:50][CH:51]([CH3:53])[CH3:52])[CH2:14][C@@H:15]([OH:49])[C@@H:16]([NH:37][C:38](=[O:48])[O:39][C@@H:40]3[C@H:47]4[C@H:43]([O:44][CH2:45][CH2:46]4)[O:42][CH2:41]3)[CH2:17][C:18]3[CH:23]=[CH:22][C:21]([O:24][CH2:25][CH2:26][CH2:27][CH2:28][O:29][Si](C(C)(C)C)(C)C)=[CH:20][CH:19]=3)(=[O:12])=[O:11])=[CH:9][C:4]=2[O:3][CH2:2]1.[F-].C([N+](CCCC)(CCCC)CCCC)CCC.O1CCCC1.C(O)(=O)C, predict the reaction product. The product is: [O:1]1[C:5]2[CH:6]=[CH:7][C:8]([S:10]([N:13]([CH2:50][CH:51]([CH3:53])[CH3:52])[CH2:14][C@@H:15]([OH:49])[C@@H:16]([NH:37][C:38](=[O:48])[O:39][C@@H:40]3[C@H:47]4[C@H:43]([O:44][CH2:45][CH2:46]4)[O:42][CH2:41]3)[CH2:17][C:18]3[CH:23]=[CH:22][C:21]([O:24][CH2:25][CH2:26][CH2:27][CH2:28][OH:29])=[CH:20][CH:19]=3)(=[O:12])=[O:11])=[CH:9][C:4]=2[O:3][CH2:2]1. (3) Given the reactants [CH3:1][C:2]1[O:6][N:5]=[C:4]([CH2:7][C:8]#[N:9])[CH:3]=1.[Br:10]N1C(=O)CCC1=O, predict the reaction product. The product is: [Br:10][C:3]1[C:4]([CH2:7][C:8]#[N:9])=[N:5][O:6][C:2]=1[CH3:1]. (4) Given the reactants [Si]([O:8][NH:9][C:10]([C@H:12]1[CH2:17][CH2:16][C@H:15]([N:18]2[C:22]([C:23]([F:26])([F:25])[F:24])=[C:21]([C:27]([N:29]([CH2:39][C:40]([C:42]3[C:47]([Cl:48])=[CH:46][N:45]=[CH:44][C:43]=3[Cl:49])=[O:41])[CH2:30][C:31]3[CH:36]=[C:35]([F:37])[CH:34]=[C:33]([F:38])[CH:32]=3)=[O:28])[CH:20]=[N:19]2)[CH2:14][CH2:13]1)=[O:11])(C(C)(C)C)(C)C.CCCC[N+](CCCC)(CCCC)CCCC.[F-], predict the reaction product. The product is: [Cl:49][C:43]1[CH:44]=[N:45][CH:46]=[C:47]([Cl:48])[C:42]=1[C:40](=[O:41])[CH2:39][N:29]([CH2:30][C:31]1[CH:36]=[C:35]([F:37])[CH:34]=[C:33]([F:38])[CH:32]=1)[C:27]([C:21]1[CH:20]=[N:19][N:18]([C@H:15]2[CH2:14][CH2:13][C@H:12]([C:10](=[O:11])[NH:9][OH:8])[CH2:17][CH2:16]2)[C:22]=1[C:23]([F:26])([F:24])[F:25])=[O:28]. (5) Given the reactants CC(C)(CC([NH:9][C:10]1[S:14][C:13]2[CH2:15][CH2:16][CH2:17][CH2:18][C:12]=2[C:11]=1[C:19]1[O:23][N:22]=[C:21]([CH3:24])[N:20]=1)=O)C(O)=O.[CH3:26][C:27]1([CH3:35])[CH2:32][C:31](=[O:33])[O:30][C:29](=[O:34])[CH2:28]1, predict the reaction product. The product is: [CH3:35][C:27]([CH3:26])([CH2:28][C:29](=[O:34])[NH:9][C:10]1[S:14][C:13]2[CH2:15][CH2:16][CH2:17][CH2:18][C:12]=2[C:11]=1[C:19]1[O:23][N:22]=[C:21]([CH3:24])[N:20]=1)[CH2:32][C:31]([OH:30])=[O:33]. (6) Given the reactants C([O:3][C:4]([CH:6]1[CH:11]([CH3:12])[CH2:10][CH2:9][N:8]([C:13]([O:15][C:16]([CH3:19])([CH3:18])[CH3:17])=[O:14])[CH2:7]1)=O)C.[H-].[Al+3].[Li+].[H-].[H-].[H-].Cl.S([O-])([O-])(=O)=O.[Mg+2], predict the reaction product. The product is: [C:16]([O:15][C:13]([N:8]1[CH2:9][CH2:10][CH:11]([CH3:12])[CH:6]([CH2:4][OH:3])[CH2:7]1)=[O:14])([CH3:18])([CH3:19])[CH3:17].